This data is from Full USPTO retrosynthesis dataset with 1.9M reactions from patents (1976-2016). The task is: Predict the reactants needed to synthesize the given product. Given the product [CH2:1]([O:8][C:9](=[O:25])[NH:10][C:11]1([C:18]2[CH:23]=[CH:22][C:21]([F:24])=[CH:20][CH:19]=2)[CH2:16][CH2:15][CH:14]([OH:17])[CH2:13][CH2:12]1)[C:2]1[CH:7]=[CH:6][CH:5]=[CH:4][CH:3]=1, predict the reactants needed to synthesize it. The reactants are: [CH2:1]([O:8][C:9](=[O:25])[NH:10][C:11]1([C:18]2[CH:23]=[CH:22][C:21]([F:24])=[CH:20][CH:19]=2)[CH2:16][CH2:15][C:14](=[O:17])[CH2:13][CH2:12]1)[C:2]1[CH:7]=[CH:6][CH:5]=[CH:4][CH:3]=1.[BH4-].[Na+].O.Cl.